Dataset: NCI-60 drug combinations with 297,098 pairs across 59 cell lines. Task: Regression. Given two drug SMILES strings and cell line genomic features, predict the synergy score measuring deviation from expected non-interaction effect. Drug 1: CC(C1=C(C=CC(=C1Cl)F)Cl)OC2=C(N=CC(=C2)C3=CN(N=C3)C4CCNCC4)N. Drug 2: CCN(CC)CCCC(C)NC1=C2C=C(C=CC2=NC3=C1C=CC(=C3)Cl)OC. Cell line: SF-539. Synergy scores: CSS=20.4, Synergy_ZIP=-9.02, Synergy_Bliss=-0.213, Synergy_Loewe=-4.52, Synergy_HSA=-0.987.